Dataset: Reaction yield outcomes from USPTO patents with 853,638 reactions. Task: Predict the reaction yield, written as a fraction of the theoretical maximum amount of product (1.0 means a 100% yield; for example, 0.34 means a 34% yield). (1) The reactants are [CH:1]1([N:6]([CH3:33])[C:7]2[C:8]([CH3:32])=[C:9]([CH:23]=[C:24]([N:26]3[CH2:31][CH2:30][NH:29][CH2:28][CH2:27]3)[CH:25]=2)[C:10]([NH:12][CH2:13][C:14]2[C:15](=[O:22])[NH:16][C:17]([CH3:21])=[CH:18][C:19]=2[CH3:20])=[O:11])[CH2:5][CH2:4][CH2:3][CH2:2]1.C=O.[C:36]([BH3-])#N.[Na+]. The catalyst is CO. The product is [CH:1]1([N:6]([CH3:33])[C:7]2[C:8]([CH3:32])=[C:9]([CH:23]=[C:24]([N:26]3[CH2:31][CH2:30][N:29]([CH3:36])[CH2:28][CH2:27]3)[CH:25]=2)[C:10]([NH:12][CH2:13][C:14]2[C:15](=[O:22])[NH:16][C:17]([CH3:21])=[CH:18][C:19]=2[CH3:20])=[O:11])[CH2:5][CH2:4][CH2:3][CH2:2]1. The yield is 0.360. (2) The reactants are [CH3:1][O:2][C:3]1[CH:8]=[CH:7][C:6]([CH2:9][C:10]([OH:12])=O)=[CH:5][CH:4]=1.S(Cl)(Cl)=O.[NH3:17]. The catalyst is C(Cl)Cl. The product is [CH3:1][O:2][C:3]1[CH:8]=[CH:7][C:6]([CH2:9][C:10]([NH2:17])=[O:12])=[CH:5][CH:4]=1. The yield is 0.700. (3) The reactants are [NH2:1][C:2]1[C:10]([N+:11]([O-])=O)=[CH:9][CH:8]=[CH:7][C:3]=1[C:4]([NH2:6])=[O:5].C([O-])=O.[NH4+]. The catalyst is CO.[Pd]. The product is [NH2:1][C:2]1[C:10]([NH2:11])=[CH:9][CH:8]=[CH:7][C:3]=1[C:4]([NH2:6])=[O:5]. The yield is 0.530. (4) The reactants are C(Cl)(=O)C(Cl)=O.[F:7][C:8]1[CH:13]=[CH:12][C:11]([C:14]2[CH:19]=[CH:18][C:17]([C:20]([OH:22])=O)=[CH:16][CH:15]=2)=[CH:10][CH:9]=1.[Cl:23][C:24]1[S:25][C:26]2[CH:32]=[CH:31][CH:30]=[C:29](N)[C:27]=2[N:28]=1.[N:34]1C=CC=CC=1. The catalyst is CN(C=O)C.C(Cl)Cl. The product is [Cl:23][C:24]1[S:25][C:26]2[CH:32]=[C:31]([NH:34][C:20]([C:17]3[CH:16]=[CH:15][C:14]([C:11]4[CH:10]=[CH:9][C:8]([F:7])=[CH:13][CH:12]=4)=[CH:19][CH:18]=3)=[O:22])[CH:30]=[CH:29][C:27]=2[N:28]=1. The yield is 0.930. (5) The reactants are [C:1]([C:3]1[CH:8]=[CH:7][C:6]([C:9]2([O:12][CH2:13][C:14]3[CH:19]=[CH:18][CH:17]=[CH:16][CH:15]=3)[CH2:11][CH2:10]2)=[C:5]([CH2:20][CH3:21])[CH:4]=1)#[CH:2].[CH2:22]([O:24][C:25](=[O:33])[C:26]1[CH:31]=[CH:30][C:29](I)=[CH:28][CH:27]=1)[CH3:23]. The catalyst is C(N(CC)CC)C.[Cu]I.Cl[Pd](Cl)([P](C1C=CC=CC=1)(C1C=CC=CC=1)C1C=CC=CC=1)[P](C1C=CC=CC=1)(C1C=CC=CC=1)C1C=CC=CC=1. The product is [CH2:13]([O:12][C:9]1([C:6]2[CH:7]=[CH:8][C:3]([C:1]#[C:2][C:29]3[CH:30]=[CH:31][C:26]([C:25]([O:24][CH2:22][CH3:23])=[O:33])=[CH:27][CH:28]=3)=[CH:4][C:5]=2[CH2:20][CH3:21])[CH2:11][CH2:10]1)[C:14]1[CH:15]=[CH:16][CH:17]=[CH:18][CH:19]=1. The yield is 0.720. (6) The reactants are [NH:1]1[CH:5]=[C:4]([C:6]2[CH:11]=[C:10]([C:12]([NH2:14])=[O:13])[CH:9]=[CH:8][N:7]=2)[N:3]=[CH:2]1.Br[CH2:16][C:17]1[CH:22]=[CH:21][CH:20]=[CH:19][C:18]=1[Cl:23].C([O-])([O-])=O.[K+].[K+]. The catalyst is CN(C=O)C. The product is [Cl:23][C:18]1[CH:19]=[CH:20][CH:21]=[CH:22][C:17]=1[CH2:16][N:1]1[CH:5]=[C:4]([C:6]2[CH:11]=[C:10]([C:12]([NH2:14])=[O:13])[CH:9]=[CH:8][N:7]=2)[N:3]=[CH:2]1. The yield is 0.420.